From a dataset of Forward reaction prediction with 1.9M reactions from USPTO patents (1976-2016). Predict the product of the given reaction. (1) Given the reactants [F:1][C:2]1[CH:3]=[C:4]([C:13]([C:15]2[C:20]([F:21])=[CH:19][CH:18]=[CH:17][N:16]=2)=O)[CH:5]=[CH:6][C:7]=1[O:8][C:9]([F:12])([F:11])[F:10].[CH3:22][C:23]([S@:26]([NH2:28])=[O:27])([CH3:25])[CH3:24], predict the reaction product. The product is: [F:1][C:2]1[CH:3]=[C:4](/[C:13](/[C:15]2[C:20]([F:21])=[CH:19][CH:18]=[CH:17][N:16]=2)=[N:28]/[S@@:26]([C:23]([CH3:25])([CH3:24])[CH3:22])=[O:27])[CH:5]=[CH:6][C:7]=1[O:8][C:9]([F:12])([F:11])[F:10]. (2) Given the reactants [Cl:1][C:2]1[C:3]([O:28][CH2:29][C:30]2[CH:35]=[CH:34][CH:33]=[C:32]([C:36]3[CH:45]=[CH:44][C:39]4[O:40][CH2:41][CH2:42][O:43][C:38]=4[CH:37]=3)[C:31]=2[CH3:46])=[CH:4][C:5]([O:18][CH2:19][C:20]2[CH:21]=[N:22][CH:23]=[C:24]([C:26]#[N:27])[CH:25]=2)=[C:6]([CH:17]=1)[CH2:7][N:8]1[CH2:13][CH2:12][CH2:11][CH2:10][C@H:9]1[C:14](O)=[O:15].C(O)(C(F)(F)F)=O.C[NH:55][S:56]([NH:59][CH3:60])(=[O:58])=[O:57].[CH2:61](Cl)CCl, predict the reaction product. The product is: [Cl:1][C:2]1[C:3]([O:28][CH2:29][C:30]2[CH:35]=[CH:34][CH:33]=[C:32]([C:36]3[CH:45]=[CH:44][C:39]4[O:40][CH2:41][CH2:42][O:43][C:38]=4[CH:37]=3)[C:31]=2[CH3:46])=[CH:4][C:5]([O:18][CH2:19][C:20]2[CH:21]=[N:22][CH:23]=[C:24]([C:26]#[N:27])[CH:25]=2)=[C:6]([CH:17]=1)[CH2:7][N:8]1[CH2:13][CH2:12][CH2:11][CH2:10][C@H:9]1[C:14]([NH:55][S:56](=[O:58])(=[O:57])[N:59]([CH3:60])[CH3:61])=[O:15]. (3) Given the reactants [NH2:1][C:2]1N=C2C(NC=N2)=C(Cl)N=1.CC(OC1O[C@H](COC(C2C=CC=CC=2)=O)[C@@H](OC(C2C=CC=CC=2)=O)[C@H]1OC(C1C=CC=CC=1)=O)=O.[NH2:49][C:50]1[N:58]=[C:57]2[C:53]([N:54]=[CH:55][N:56]2[C@@H:59]2[O:81][C@H:80]([CH2:82][O:83]C(=O)C3C=CC=CC=3)[C@@H:70]([O:71]C(=O)C3C=CC=CC=3)[C@H:60]2[O:61]C(=O)C2C=CC=CC=2)=[C:52](Cl)[N:51]=1.CN, predict the reaction product. The product is: [NH2:49][C:50]1[N:58]=[C:57]2[C:53]([N:54]=[CH:55][N:56]2[C@@H:59]2[O:81][C@H:80]([CH2:82][OH:83])[C@@H:70]([OH:71])[C@H:60]2[OH:61])=[C:52]([NH:1][CH3:2])[N:51]=1. (4) The product is: [CH3:6][NH:8][CH2:9][C@@H:10]([C:27]1[CH:36]=[CH:35][C:34]2[C:29](=[CH:30][CH:31]=[CH:32][CH:33]=2)[CH:28]=1)[C@H:11]([C:21]1[CH:26]=[CH:25][CH:24]=[CH:23][CH:22]=1)[O:12][CH2:13][C:14]([OH:16])=[O:15]. Given the reactants C(O[C:6]([N:8](C)[CH2:9][C@@H:10]([C:27]1[CH:36]=[CH:35][C:34]2[C:29](=[CH:30][CH:31]=[CH:32][CH:33]=2)[CH:28]=1)[C@H:11]([C:21]1[CH:26]=[CH:25][CH:24]=[CH:23][CH:22]=1)[O:12][CH2:13][C:14]([O:16]C(C)(C)C)=[O:15])=O)(C)(C)C.C(O)(C(F)(F)F)=O.C(Cl)Cl, predict the reaction product. (5) The product is: [CH3:22][C:21]1[C:16]([N:13]2[CH2:14][CH2:15][N:10]([C:8]([C:5]3[CH:6]=[CH:7][C:2]([N:34]4[C@H:35]([CH3:37])[CH2:36][N:32]([CH2:31][C:30]5[CH:39]=[CH:40][C:27]([O:26][CH3:25])=[CH:28][CH:29]=5)[C:33]4=[O:38])=[CH:3][C:4]=3[F:24])=[O:9])[CH2:11][CH2:12]2)=[N:17][CH:18]=[C:19]([CH3:23])[CH:20]=1. Given the reactants Br[C:2]1[CH:7]=[CH:6][C:5]([C:8]([N:10]2[CH2:15][CH2:14][N:13]([C:16]3[C:21]([CH3:22])=[CH:20][C:19]([CH3:23])=[CH:18][N:17]=3)[CH2:12][CH2:11]2)=[O:9])=[C:4]([F:24])[CH:3]=1.[CH3:25][O:26][C:27]1[CH:40]=[CH:39][C:30]([CH2:31][N:32]2[CH2:36][C@@H:35]([CH3:37])[NH:34][C:33]2=[O:38])=[CH:29][CH:28]=1, predict the reaction product. (6) The product is: [C@H:1]12[CH2:30][C@H:4]([N:5]([C:7]3[N:12]=[C:11]([CH:13]4[CH2:15][C:14]4([F:16])[F:17])[N:10]=[C:9]([C:18]4[CH:19]=[C:20]([O:26][CH:27]([F:28])[F:29])[C:21]([NH2:24])=[N:22][CH:23]=4)[CH:8]=3)[CH2:6]1)[CH2:3][O:2]2. Given the reactants [C@H:1]12[CH2:30][C@H:4]([N:5]([C:7]3[N:12]=[C:11]([CH:13]4[CH2:15][C:14]4([F:17])[F:16])[N:10]=[C:9]([C:18]4[CH:19]=[C:20]([O:26][CH:27]([F:29])[F:28])[C:21]([NH2:24]=O)=[N:22][CH:23]=4)[CH:8]=3)[CH2:6]1)[CH2:3][O:2]2.ClP(Cl)Cl, predict the reaction product.